Predict the reactants needed to synthesize the given product. From a dataset of Full USPTO retrosynthesis dataset with 1.9M reactions from patents (1976-2016). (1) Given the product [N+:22]([C:14]1[CH:15]=[C:16]([C:2]2[CH:7]=[CH:6][CH:5]=[CH:4][C:3]=2[O:8][CH:9]([F:11])[F:10])[CH:17]=[CH:18][C:13]=1[NH2:12])([O-:24])=[O:23], predict the reactants needed to synthesize it. The reactants are: Br[C:2]1[CH:7]=[CH:6][CH:5]=[CH:4][C:3]=1[O:8][CH:9]([F:11])[F:10].[NH2:12][C:13]1[CH:18]=[CH:17][C:16](B(O)O)=[CH:15][C:14]=1[N+:22]([O-:24])=[O:23]. (2) Given the product [N:32]1([S:29]([N:6]([CH2:5][C:4]([OH:42])=[O:3])[CH2:7][C:8]2[CH:13]=[CH:12][CH:11]=[C:10]([O:14][CH2:15][C:16]3[N:17]=[C:18]([C:22]4[CH:23]=[CH:24][C:25]([CH3:28])=[CH:26][CH:27]=4)[O:19][C:20]=3[CH3:21])[CH:9]=2)(=[O:30])=[O:31])[C:41]2[C:36](=[CH:37][CH:38]=[CH:39][CH:40]=2)[CH2:35][CH2:34][CH2:33]1, predict the reactants needed to synthesize it. The reactants are: C([O:3][C:4](=[O:42])[CH2:5][N:6]([S:29]([N:32]1[C:41]2[C:36](=[CH:37][CH:38]=[CH:39][CH:40]=2)[CH2:35][CH2:34][CH2:33]1)(=[O:31])=[O:30])[CH2:7][C:8]1[CH:13]=[CH:12][CH:11]=[C:10]([O:14][CH2:15][C:16]2[N:17]=[C:18]([C:22]3[CH:27]=[CH:26][C:25]([CH3:28])=[CH:24][CH:23]=3)[O:19][C:20]=2[CH3:21])[CH:9]=1)C.O.[OH-].[Li+].